This data is from Forward reaction prediction with 1.9M reactions from USPTO patents (1976-2016). The task is: Predict the product of the given reaction. Given the reactants [C:1]([OH:13])(=O)[C:2]1[CH:11]=[CH:10][C:9]2[C:4](=[CH:5][CH:6]=[CH:7][CH:8]=2)[N:3]=1.CN1CCOCC1.C(OC(Cl)=O)C(C)C.[CH3:29][C:30]([NH2:34])([CH3:33])[CH2:31][OH:32], predict the reaction product. The product is: [OH:32][CH2:31][C:30]([NH:34][C:1]([C:2]1[CH:11]=[CH:10][C:9]2[C:4](=[CH:5][CH:6]=[CH:7][CH:8]=2)[N:3]=1)=[O:13])([CH3:33])[CH3:29].